This data is from Catalyst prediction with 721,799 reactions and 888 catalyst types from USPTO. The task is: Predict which catalyst facilitates the given reaction. (1) Reactant: [CH:1]([CH:4](C(C)C)[C:5]([P:7](=[O:10])([O-:9])[O-:8])=[O:6])([CH3:3])[CH3:2].[Br-].[Li+:15]. Product: [CH:1]([CH2:4][C:5]([P:7](=[O:8])([O-:10])[O-:9])=[O:6])([CH3:3])[CH3:2].[Li+:15].[Li+:15]. The catalyst class is: 10. (2) Reactant: [CH2:1]([Si:3]([CH2:19][CH3:20])([CH2:17][CH3:18])[C:4]1[C:9]2[O:10][C:11]3[CH:16]=[CH:15][CH:14]=[CH:13][C:12]=3[C:8]=2[CH:7]=[CH:6][CH:5]=1)[CH3:2].CC([O-])(C)C.[K+].[SiH](CC)(CC)CC. Product: [C:8]1([C:12]2[CH:11]=[CH:16][CH:15]=[CH:14][CH:13]=2)[C:9]([OH:10])=[CH:4][CH:5]=[CH:6][CH:7]=1.[CH2:17]([Si:3]([CH2:1][CH3:2])([CH2:19][CH3:20])[C:4]1[CH:5]=[CH:6][CH:7]=[C:8]([C:12]2[CH:13]=[CH:14][CH:15]=[CH:16][CH:11]=2)[C:9]=1[OH:10])[CH3:18].[CH2:17]([Si:3]([CH2:1][CH3:2])([CH2:19][CH3:20])[C:4]1[CH:9]=[C:8]([C:12]2[CH:13]=[CH:14][CH:15]=[CH:16][C:11]=2[OH:10])[CH:7]=[CH:6][CH:5]=1)[CH3:18]. The catalyst class is: 11. (3) Reactant: [F:1][C:2]([F:19])([F:18])[S:3]([O:6][C:7]1[CH:16]=[CH:15][C:14]2[CH2:13][CH2:12][CH:11]([OH:17])[CH2:10][C:9]=2[CH:8]=1)(=[O:5])=[O:4].N1C=CN=C1.[Si:25](Cl)([C:28]([CH3:31])([CH3:30])[CH3:29])([CH3:27])[CH3:26]. Product: [F:19][C:2]([F:18])([F:1])[S:3]([O:6][C:7]1[CH:16]=[CH:15][C:14]2[CH2:13][CH2:12][CH:11]([O:17][Si:25]([C:28]([CH3:31])([CH3:30])[CH3:29])([CH3:27])[CH3:26])[CH2:10][C:9]=2[CH:8]=1)(=[O:4])=[O:5]. The catalyst class is: 2. (4) Reactant: [CH3:1][C:2]([CH:4]1[C:9]([CH3:11])([CH3:10])[CH2:8][CH:7]=[CH:6][CH:5]1[CH3:12])=[O:3].[OH-].[K+].C1CCCCCCCCCCC1.[CH3:27][C:28]([C@@H:30]1[C:35]([CH3:37])([CH3:36])[CH2:34][CH:33]=[CH:32][C@H:31]1[CH3:38])=[O:29]. Product: [CH3:1][C:2]([CH:4]1[C:9]([CH3:11])([CH3:10])[CH2:8][CH2:7][CH:6]=[C:5]1[CH3:12])=[O:3].[CH3:27][C:28]([C:30]1[C:35]([CH3:37])([CH3:36])[CH2:34][CH2:33][CH2:32][C:31]=1[CH3:38])=[O:29]. The catalyst class is: 16. (5) Reactant: [Br:1][C:2]1[CH:9]=[CH:8][C:5]([C:6]#[N:7])=[C:4]([F:10])[CH:3]=1.[N-:11]=[N+:12]=[N-:13].[Na+].Cl.C(N(CC)CC)C. Product: [Br:1][C:2]1[CH:9]=[CH:8][C:5]([C:6]2[NH:13][N:12]=[N:11][N:7]=2)=[C:4]([F:10])[CH:3]=1. The catalyst class is: 11.